From a dataset of Catalyst prediction with 721,799 reactions and 888 catalyst types from USPTO. Predict which catalyst facilitates the given reaction. (1) Reactant: [Br:1][C:2]1[C:7](=[O:8])[N:6]2[CH2:9][CH2:10][CH2:11][NH:12][C:5]2=[N:4][C:3]=1[C:13]1[CH:18]=[CH:17][N:16]=[CH:15][CH:14]=1.[CH2:19]([CH:27]1[CH2:29][O:28]1)[CH2:20][C:21]1[CH:26]=[CH:25][CH:24]=[CH:23][CH:22]=1.[Li+].C[Si]([N-][Si](C)(C)C)(C)C.[NH4+].[Cl-]. Product: [Br:1][C:2]1[C:7](=[O:8])[N:6]2[CH2:9][CH2:10][CH2:11][N:12]([CH2:29][CH:27]([OH:28])[CH2:19][CH2:20][C:21]3[CH:26]=[CH:25][CH:24]=[CH:23][CH:22]=3)[C:5]2=[N:4][C:3]=1[C:13]1[CH:14]=[CH:15][N:16]=[CH:17][CH:18]=1. The catalyst class is: 3. (2) Reactant: [C:1](=O)([O-])[O-].[K+].[K+].[CH:7]1([O:10][C:11]2[CH:18]=[CH:17][C:16]([O:19][C:20]([F:23])([F:22])[F:21])=[CH:15][C:12]=2[CH:13]=O)[CH2:9][CH2:8]1.P(=O)(OC=[N+]=[N-])OC(=O)C. Product: [CH:7]1([O:10][C:11]2[CH:18]=[CH:17][C:16]([O:19][C:20]([F:23])([F:22])[F:21])=[CH:15][C:12]=2[C:13]#[CH:1])[CH2:9][CH2:8]1. The catalyst class is: 5. (3) Reactant: [C:1]([N:4]1[C:13]2[C:8](=[CH:9][C:10]([O:14][CH:15]3[CH2:19][CH2:18][O:17][CH2:16]3)=[CH:11][CH:12]=2)[C@H:7]([NH:20]C(=O)OCC2C=CC=CC=2)[C@@H:6]([CH3:31])[C@@H:5]1[CH3:32])(=[O:3])[CH3:2]. Product: [NH2:20][C@H:7]1[C:8]2[C:13](=[CH:12][CH:11]=[C:10]([O:14][CH:15]3[CH2:19][CH2:18][O:17][CH2:16]3)[CH:9]=2)[N:4]([C:1](=[O:3])[CH3:2])[C@@H:5]([CH3:32])[C@@H:6]1[CH3:31]. The catalyst class is: 29. (4) Reactant: F[C:2]1[CH:7]=[CH:6][C:5]([F:8])=[CH:4][C:3]=1[NH:9][C:10](=[S:12])[CH3:11].C(=O)([O-])[O-].[Cs+].[Cs+]. Product: [F:8][C:5]1[CH:6]=[CH:7][C:2]2[S:12][C:10]([CH3:11])=[N:9][C:3]=2[CH:4]=1. The catalyst class is: 113. (5) Reactant: C1(C)C=CC=CC=1P(C1C=CC=CC=1C)C1C=CC=CC=1C.[CH2:23]([O:25][C:26]([C:28]1[NH:29][C:30]2[C:35]([CH:36]=1)=[CH:34][C:33](Br)=[CH:32][CH:31]=2)=[O:27])[CH3:24].C(=O)([O-])O.[Na+].C(N(CC)C(C)C)(C)C.[CH:52]([N:54]1[CH2:58][CH2:57][CH2:56][C:55]1=[O:59])=[CH2:53]. Product: [CH2:23]([O:25][C:26]([C:28]1[NH:29][C:30]2[C:35]([CH:36]=1)=[CH:34][C:33]([C:52]([N:54]1[CH2:58][CH2:57][CH2:56][C:55]1=[O:59])=[CH2:53])=[CH:32][CH:31]=2)=[O:27])[CH3:24]. The catalyst class is: 274. (6) Reactant: [CH2:1]([O:3][C:4]1[CH:5]=[C:6]2[C:10](=[CH:11][CH:12]=1)[NH:9][C:8]([CH3:13])=[C:7]2[CH:14]=O)[CH3:2].[C:16]([C:19]1[CH:24]=[CH:23][N:22]=[CH:21][CH:20]=1)(=[O:18])[CH3:17].N1CCCCC1. Product: [CH2:1]([O:3][C:4]1[CH:5]=[C:6]2[C:10](=[CH:11][CH:12]=1)[NH:9][C:8]([CH3:13])=[C:7]2/[CH:14]=[CH:17]/[C:16]([C:19]1[CH:24]=[CH:23][N:22]=[CH:21][CH:20]=1)=[O:18])[CH3:2]. The catalyst class is: 5.